Dataset: Forward reaction prediction with 1.9M reactions from USPTO patents (1976-2016). Task: Predict the product of the given reaction. (1) Given the reactants [CH3:1][O:2][C:3]1[C:8]2[N:9]=[C:10]([NH2:12])[S:11][C:7]=2[C:6]([N:13]2[CH2:18][CH2:17][O:16][CH2:15][CH2:14]2)=[CH:5][CH:4]=1.C(N(C(C)C)C(C)C)C.[Cl:28][C:29]1[CH:30]=[C:31]([CH:35]=[C:36]([CH3:38])[N:37]=1)[C:32](Cl)=[O:33].CO, predict the reaction product. The product is: [Cl:28][C:29]1[CH:30]=[C:31]([CH:35]=[C:36]([CH3:38])[N:37]=1)[C:32]([NH:12][C:10]1[S:11][C:7]2[C:6]([N:13]3[CH2:18][CH2:17][O:16][CH2:15][CH2:14]3)=[CH:5][CH:4]=[C:3]([O:2][CH3:1])[C:8]=2[N:9]=1)=[O:33]. (2) Given the reactants [Na].[CH2:2]([N:9]1[C:17]2[C:16](=[O:18])[N:15]([CH2:19][CH2:20][CH2:21][OH:22])[C:14](=[O:23])[N:13]([CH2:24][CH3:25])[C:12]=2[N:11]=[C:10]1Cl)[C:3]1[CH:8]=[CH:7][CH:6]=[CH:5][CH:4]=1.[CH2:27]([OH:29])[CH3:28], predict the reaction product. The product is: [CH2:2]([N:9]1[C:17]2[C:16](=[O:18])[N:15]([CH2:19][CH2:20][CH2:21][OH:22])[C:14](=[O:23])[N:13]([CH2:24][CH3:25])[C:12]=2[N:11]=[C:10]1[O:29][CH2:27][CH3:28])[C:3]1[CH:8]=[CH:7][CH:6]=[CH:5][CH:4]=1. (3) Given the reactants C(OC([NH:11][C@H:12]1[CH2:16][CH2:15][N:14]([C@@H:17]([CH3:25])[C:18]([O:20][C:21]([CH3:24])([CH3:23])[CH3:22])=[O:19])[C:13]1=[O:26])=O)C1C=CC=CC=1, predict the reaction product. The product is: [NH2:11][C@H:12]1[CH2:16][CH2:15][N:14]([C@@H:17]([CH3:25])[C:18]([O:20][C:21]([CH3:23])([CH3:22])[CH3:24])=[O:19])[C:13]1=[O:26]. (4) Given the reactants [C:1]([N:4]1[CH2:9][CH2:8][O:7][CH:6]([C:10]([O:12]CC2C=CC=CC=2)=[O:11])[CH2:5]1)(=[O:3])[CH3:2], predict the reaction product. The product is: [C:1]([N:4]1[CH2:9][CH2:8][O:7][CH:6]([C:10]([OH:12])=[O:11])[CH2:5]1)(=[O:3])[CH3:2]. (5) Given the reactants C(OC([N:8]1[CH2:13][CH2:12][CH:11]([NH:14][C:15]2[N:24]=[C:23]([C:25]3[CH:30]=[CH:29][CH:28]=[CH:27][CH:26]=3)[C:22]3[C:17](=[N:18][CH:19]=[CH:20][N:21]=3)[N:16]=2)[CH2:10][CH2:9]1)=O)(C)(C)C.[ClH:31], predict the reaction product. The product is: [ClH:31].[ClH:31].[C:25]1([C:23]2[C:22]3[C:17](=[N:18][CH:19]=[CH:20][N:21]=3)[N:16]=[C:15]([NH:14][CH:11]3[CH2:12][CH2:13][NH:8][CH2:9][CH2:10]3)[N:24]=2)[CH:26]=[CH:27][CH:28]=[CH:29][CH:30]=1.